From a dataset of CYP2C9 substrate classification data from Carbon-Mangels et al.. Regression/Classification. Given a drug SMILES string, predict its absorption, distribution, metabolism, or excretion properties. Task type varies by dataset: regression for continuous measurements (e.g., permeability, clearance, half-life) or binary classification for categorical outcomes (e.g., BBB penetration, CYP inhibition). Dataset: cyp2c9_substrate_carbonmangels. (1) The molecule is CCn1cc(C(=O)O)c(=O)c2cc(F)c(N3CCN(C)CC3)cc21. The result is 0 (non-substrate). (2) The molecule is NNC(=O)c1ccncc1. The result is 0 (non-substrate). (3) The molecule is Nc1c2c(nc3ccccc13)CCCC2. The result is 0 (non-substrate). (4) The drug is O=C(OC1C[C@@H]2CC3C[C@H](C1)N2CC3=O)c1c[nH]c2ccccc12. The result is 1 (substrate). (5) The molecule is CC(C)Cn1cnc2c(N)nc3ccccc3c21. The result is 0 (non-substrate).